From a dataset of Full USPTO retrosynthesis dataset with 1.9M reactions from patents (1976-2016). Predict the reactants needed to synthesize the given product. (1) Given the product [OH:12][C:11]1[CH:10]=[C:9]2[C:4]([CH:5]=[N:6][C:7]([NH:13][C:14]3[CH:25]=[CH:24][C:17]([C:18]([NH:20][CH:21]([CH3:23])[CH3:22])=[O:19])=[CH:16][CH:15]=3)=[N:8]2)=[CH:3][C:2]=1[C:38]#[C:37][Si:34]([CH3:36])([CH3:35])[CH3:33], predict the reactants needed to synthesize it. The reactants are: Br[C:2]1[CH:3]=[C:4]2[C:9](=[CH:10][C:11]=1[OH:12])[N:8]=[C:7]([NH:13][C:14]1[CH:25]=[CH:24][C:17]([C:18]([NH:20][CH:21]([CH3:23])[CH3:22])=[O:19])=[CH:16][CH:15]=1)[N:6]=[CH:5]2.C(N(CC)CC)C.[CH3:33][Si:34]([C:37]#[CH:38])([CH3:36])[CH3:35]. (2) Given the product [Cl:22][C:16]1[CH:17]=[CH:18][C:19]([NH:21][C:41]2[N:40]=[CH:39][C:38]3=[CH:37][CH:36]=[C:35]([C:31]4[CH:32]=[CH:33][CH:34]=[C:29]([S:26]([CH:24]([CH3:25])[CH3:23])(=[O:28])=[O:27])[CH:30]=4)[N:43]3[N:42]=2)=[CH:20][C:15]=1[O:14][CH2:13][C@@H:9]1[CH2:10][CH2:11][CH2:12][NH:8]1, predict the reactants needed to synthesize it. The reactants are: C(OC([N:8]1[CH2:12][CH2:11][CH2:10][C@H:9]1[CH2:13][O:14][C:15]1[CH:20]=[C:19]([NH2:21])[CH:18]=[CH:17][C:16]=1[Cl:22])=O)(C)(C)C.[CH3:23][CH:24]([S:26]([C:29]1[CH:30]=[C:31]([C:35]2[N:43]3[C:38]([CH:39]=[N:40][C:41](O)=[N:42]3)=[CH:37][CH:36]=2)[CH:32]=[CH:33][CH:34]=1)(=[O:28])=[O:27])[CH3:25]. (3) Given the product [C:32]([NH:33][C@H:34]1[CH2:38][CH2:37][N:36]([C:2]2[N:10]=[C:9]([NH:24][C:23]3[CH:22]=[CH:21][C:20]([CH2:19][CH2:18][N:13]4[CH2:17][CH2:16][CH2:15][CH2:14]4)=[CH:26][CH:25]=3)[C:8]([F:12])=[CH:7][C:3]=2[C:4]([NH2:6])=[O:5])[CH2:35]1)(=[O:39])[CH:40]=[CH2:41], predict the reactants needed to synthesize it. The reactants are: Cl[C:2]1[N:10]=[C:9](Cl)[C:8]([F:12])=[CH:7][C:3]=1[C:4]([NH2:6])=[O:5].[N:13]1([CH2:18][CH2:19][C:20]2[CH:26]=[CH:25][C:23]([NH2:24])=[CH:22][CH:21]=2)[CH2:17][CH2:16][CH2:15][CH2:14]1.C(O[C:32](=[O:39])[NH:33][C@H:34]1[CH2:38][CH2:37][NH:36][CH2:35]1)(C)(C)C.[C:40](O)(=O)[CH:41]=C. (4) Given the product [CH3:17][N:14]1[CH2:15][CH2:16][C:4]2[N:3]([C:1]#[C:2][C:19]3[N:20]=[CH:21][S:22][CH:23]=3)[C:11]3[CH:10]=[CH:9][C:8]([CH3:12])=[CH:7][C:6]=3[C:5]=2[CH2:13]1, predict the reactants needed to synthesize it. The reactants are: [C:1]([N:3]1[C:11]2[CH:10]=[CH:9][C:8]([CH3:12])=[CH:7][C:6]=2[C:5]2[CH2:13][N:14]([CH3:17])[CH2:15][CH2:16][C:4]1=2)#[CH:2].Br[C:19]1[N:20]=[CH:21][S:22][CH:23]=1.CCCC[N+](CCCC)(CCCC)CCCC.[F-].C(=O)(O)[O-]. (5) Given the product [Cl:1][C:2]1[CH:3]=[N:4][C:5]2[N:6]([N:8]=[C:9]([C:11]([N:25]3[CH2:24][CH:23]=[C:22]([C:18]4[CH:19]=[CH:20][CH:21]=[C:16]([C:15]([F:14])([F:28])[F:29])[CH:17]=4)[CH2:27][CH2:26]3)=[O:13])[CH:10]=2)[CH:7]=1, predict the reactants needed to synthesize it. The reactants are: [Cl:1][C:2]1[CH:3]=[N:4][C:5]2[N:6]([N:8]=[C:9]([C:11]([OH:13])=O)[CH:10]=2)[CH:7]=1.[F:14][C:15]([F:29])([F:28])[C:16]1[CH:17]=[C:18]([C:22]2[CH2:23][CH2:24][NH:25][CH2:26][CH:27]=2)[CH:19]=[CH:20][CH:21]=1. (6) Given the product [C:1]12([C:11]3[CH:12]=[C:13]([S:19][C:20]4[CH:21]=[C:22]([CH2:26][C:27]([OH:29])=[O:28])[CH:23]=[CH:24][CH:25]=4)[CH:14]=[CH:15][C:16]=3[O:17][CH3:18])[CH2:2][CH:3]3[CH2:4][CH:5]([CH2:6][CH:7]([CH2:9]3)[CH2:8]1)[CH2:10]2, predict the reactants needed to synthesize it. The reactants are: [C:1]12([C:11]3[CH:12]=[C:13]([S:19][C:20]4[CH:21]=[C:22]([CH2:26][C:27]([O:29]C)=[O:28])[CH:23]=[CH:24][CH:25]=4)[CH:14]=[CH:15][C:16]=3[O:17][CH3:18])[CH2:10][CH:5]3[CH2:6][CH:7]([CH2:9][CH:3]([CH2:4]3)[CH2:2]1)[CH2:8]2.C12(C3C=C(SC4C=C(CC(OCCCC)=O)C=CC=4)C=CC=3OC)CC3CC(CC(C3)C1)C2.